This data is from Catalyst prediction with 721,799 reactions and 888 catalyst types from USPTO. The task is: Predict which catalyst facilitates the given reaction. (1) Reactant: Cl[C:2]1[CH:7]=[CH:6][C:5]([Cl:8])=[CH:4][N:3]=1.[O-:9][CH2:10][CH3:11].[Na+]. Product: [Cl:8][C:5]1[CH:6]=[CH:7][C:2]([O:9][CH2:10][CH3:11])=[N:3][CH:4]=1. The catalyst class is: 8. (2) Reactant: [F:1][C:2]1[CH:3]=[C:4]([CH:7]=[CH:8][C:9]=1[OH:10])[C:5]#[N:6].C([O-])([O-])=O.[K+].[K+].[Br:17][CH2:18][CH2:19]Br. Product: [Br:17][CH2:18][CH2:19][O:10][C:9]1[CH:8]=[CH:7][C:4]([C:5]#[N:6])=[CH:3][C:2]=1[F:1]. The catalyst class is: 3.